Dataset: Catalyst prediction with 721,799 reactions and 888 catalyst types from USPTO. Task: Predict which catalyst facilitates the given reaction. (1) Reactant: [C:1](#[N:5])[CH2:2][CH2:3][CH3:4].[Al+3].[Cl-].[Cl-].[Cl-].[Cl:10][C:11]1[CH:17]=[CH:16][C:14]([NH2:15])=[CH:13][CH:12]=1. Product: [Cl:10][C:11]1[CH:17]=[CH:16][C:14]([NH:15][C:1](=[NH:5])[CH2:2][CH2:3][CH3:4])=[CH:13][CH:12]=1. The catalyst class is: 93. (2) Reactant: [H-].[Na+].[CH3:3]N(C)C=O.[CH3:8][N:9]1[C:13]([NH:14][C:15](=[O:26])[C:16]2[CH:21]=[CH:20][C:19]([C:22]([F:25])([F:24])[F:23])=[CH:18][CH:17]=2)=[CH:12][CH:11]=[N:10]1.CI. Product: [CH3:3][N:14]([C:13]1[N:9]([CH3:8])[N:10]=[CH:11][CH:12]=1)[C:15](=[O:26])[C:16]1[CH:17]=[CH:18][C:19]([C:22]([F:23])([F:24])[F:25])=[CH:20][CH:21]=1. The catalyst class is: 6. (3) Reactant: C(=O)([O-])[O-].[K+].[K+].[Br:7][C:8]1[C:16]2[S:15][C:14](=[S:17])[NH:13][C:12]=2[CH:11]=[CH:10][CH:9]=1.CI.[CH3:20]COC(C)=O. Product: [Br:7][C:8]1[C:16]2[S:15][C:14]([S:17][CH3:20])=[N:13][C:12]=2[CH:11]=[CH:10][CH:9]=1. The catalyst class is: 3. (4) Reactant: [Cl:1][C:2]1[CH:7]=[C:6]([O:8][CH:9]2[CH2:13][CH2:12][CH2:11][CH2:10]2)[N+:5]([O-])=[C:4]2[CH2:15][CH2:16][CH2:17][C:3]=12.P(Cl)(Cl)Cl. Product: [Cl:1][C:2]1[CH:7]=[C:6]([O:8][CH:9]2[CH2:13][CH2:12][CH2:11][CH2:10]2)[N:5]=[C:4]2[CH2:15][CH2:16][CH2:17][C:3]=12. The catalyst class is: 2.